From a dataset of Forward reaction prediction with 1.9M reactions from USPTO patents (1976-2016). Predict the product of the given reaction. (1) Given the reactants [C:1](Cl)(Cl)=[O:2].[NH2:5][C@H:6]([C:10]([OH:12])=[O:11])[CH:7]([CH3:9])[CH3:8], predict the reaction product. The product is: [CH:7]([C@H:6]1[C:10](=[O:11])[O:12][C:1](=[O:2])[NH:5]1)([CH3:9])[CH3:8]. (2) The product is: [CH:2]([O:5][N:6]1[C:8]2[C:17]3[CH:16]=[CH:15][CH:14]=[CH:13][C:12]=3[N:11]=[CH:10][C:9]=2[N:18]=[C:19]1[CH3:20])([CH3:4])[CH3:3]. Given the reactants Cl.[CH:2]([O:5][NH2:6])([CH3:4])[CH3:3].Cl[C:8]1[C:17]2[C:12](=[CH:13][CH:14]=[CH:15][CH:16]=2)[N:11]=[CH:10][C:9]=1[NH:18][C:19](=O)[CH3:20], predict the reaction product.